This data is from Catalyst prediction with 721,799 reactions and 888 catalyst types from USPTO. The task is: Predict which catalyst facilitates the given reaction. (1) Reactant: [C:1]([O:5][C:6]([N:8]1[CH2:13][CH2:12][N:11]([S:14]([C:17]2[C:22]([Cl:23])=[CH:21][CH:20]=[C:19]([N+:24]([O-])=O)[C:18]=2[OH:27])(=[O:16])=[O:15])[CH2:10][CH2:9]1)=[O:7])([CH3:4])([CH3:3])[CH3:2].[H][H]. Product: [C:1]([O:5][C:6]([N:8]1[CH2:13][CH2:12][N:11]([S:14]([C:17]2[C:18]([OH:27])=[C:19]([CH:20]=[CH:21][C:22]=2[Cl:23])[NH2:24])(=[O:15])=[O:16])[CH2:10][CH2:9]1)=[O:7])([CH3:4])([CH3:2])[CH3:3]. The catalyst class is: 45. (2) Reactant: [C:1]([O:5][C:6]([N:8]1[CH2:20][C@H:19]2[C@@H:10]([N:11]([CH2:26][C:27]([OH:29])=O)[C:12](=[O:25])[C:13]3[C:14]([C:21]([F:24])([F:23])[F:22])=[CH:15][CH:16]=[CH:17][C:18]=32)[CH2:9]1)=[O:7])([CH3:4])([CH3:3])[CH3:2].[CH2:30]([N:32](CC)CC)C.ClC(OCC)=O.CN. Product: [CH3:30][NH:32][C:27](=[O:29])[CH2:26][N:11]1[C@H:10]2[CH2:9][N:8]([C:6]([O:5][C:1]([CH3:3])([CH3:2])[CH3:4])=[O:7])[CH2:20][C@@H:19]2[C:18]2[CH:17]=[CH:16][CH:15]=[C:14]([C:21]([F:24])([F:22])[F:23])[C:13]=2[C:12]1=[O:25]. The catalyst class is: 1.